Dataset: Full USPTO retrosynthesis dataset with 1.9M reactions from patents (1976-2016). Task: Predict the reactants needed to synthesize the given product. (1) Given the product [Br:23][C:5]1[CH:6]=[C:7]([S:8]([CH3:11])(=[O:10])=[O:9])[C:2]([Cl:1])=[N:3][CH:4]=1, predict the reactants needed to synthesize it. The reactants are: [Cl:1][C:2]1[C:7]([S:8]([CH3:11])(=[O:10])=[O:9])=[CH:6][CH:5]=[CH:4][N:3]=1.ClC1C=CC=C(C(OO)=O)C=1.[Br:23]C1C=C(SC)C(Cl)=NC=1.C(=O)([O-])O.[Na+]. (2) Given the product [CH2:26]([O:29][N:30]([C@H:13]1[CH2:12][N:11]([C:19]([O:21][C:22]([CH3:24])([CH3:23])[CH3:25])=[O:20])[C@H:10]([CH2:9][O:8][Si:1]([C:4]([CH3:7])([CH3:5])[CH3:6])([CH3:2])[CH3:3])[C:15]([CH3:16])=[C:14]1[CH3:17])[S:31]([C:34]1[CH:39]=[CH:38][CH:37]=[CH:36][C:35]=1[N+:40]([O-:42])=[O:41])(=[O:33])=[O:32])[CH:27]=[CH2:28], predict the reactants needed to synthesize it. The reactants are: [Si:1]([O:8][CH2:9][C@@H:10]1[C:15]([CH3:16])=[C:14]([CH3:17])[C@H:13](O)[CH2:12][N:11]1[C:19]([O:21][C:22]([CH3:25])([CH3:24])[CH3:23])=[O:20])([C:4]([CH3:7])([CH3:6])[CH3:5])([CH3:3])[CH3:2].[CH2:26]([O:29][NH:30][S:31]([C:34]1[CH:39]=[CH:38][CH:37]=[CH:36][C:35]=1[N+:40]([O-:42])=[O:41])(=[O:33])=[O:32])[CH:27]=[CH2:28].C(ON([C@H]1CN(C(OC(C)(C)C)=O)[C@H](CO[Si](C(C)(C)C)(C)C)C=C1C)S(C1C=CC=CC=1[N+]([O-])=O)(=O)=O)C=C. (3) Given the product [Cl:11][C:9]1[CH:8]=[CH:7][C:5]2[S:6][C:2]([B:13]([OH:18])[OH:14])=[C:3]([CH3:12])[C:4]=2[CH:10]=1, predict the reactants needed to synthesize it. The reactants are: Br[C:2]1[S:6][C:5]2[CH:7]=[CH:8][C:9]([Cl:11])=[CH:10][C:4]=2[C:3]=1[CH3:12].[B:13](OC(C)C)([O:18]C(C)C)[O:14]C(C)C.C([Li])CCC. (4) Given the product [C:33]([N:24]1[CH:23]=[C:22]2[C:9]([CH3:32])([CH3:8])[C:10](=[O:31])[C:11]3[NH:12][C:13]4[CH:14]=[CH:15][C:16]([O:26][C:27]([F:29])([F:28])[F:30])=[CH:17][C:18]=4[S:19][C:20]=3[C:21]2=[N:25]1)(=[O:35])[CH3:34], predict the reactants needed to synthesize it. The reactants are: C(NC(C)C)(C)C.[CH3:8][C:9]1([CH3:32])[C:22]2=[CH:23][NH:24][N:25]=[C:21]2[C:20]2[S:19][C:18]3[CH:17]=[C:16]([O:26][C:27]([F:30])([F:29])[F:28])[CH:15]=[CH:14][C:13]=3[NH:12][C:11]=2[C:10]1=[O:31].[C:33](OC(=O)C)(=[O:35])[CH3:34].O. (5) The reactants are: [CH3:1][O:2][C:3](=[O:19])[CH:4]([NH2:18])[CH2:5][C:6]1[CH:7]=[C:8]2[C:12](=[C:13]([CH2:15][CH3:16])[CH:14]=1)[NH:11][N:10]=[C:9]2[CH3:17].[C:20](C1NC=CN=1)(C1NC=CN=1)=[O:21].[NH:32]1[CH2:37][CH2:36][CH:35]([N:38]2[CH2:47][C:46]3[C:41](=[CH:42][CH:43]=[CH:44][CH:45]=3)[NH:40][C:39]2=[O:48])[CH2:34][CH2:33]1. Given the product [CH3:1][O:2][C:3](=[O:19])[CH:4]([NH:18][C:20]([N:32]1[CH2:33][CH2:34][CH:35]([N:38]2[CH2:47][C:46]3[C:41](=[CH:42][CH:43]=[CH:44][CH:45]=3)[NH:40][C:39]2=[O:48])[CH2:36][CH2:37]1)=[O:21])[CH2:5][C:6]1[CH:7]=[C:8]2[C:12](=[C:13]([CH2:15][CH3:16])[CH:14]=1)[NH:11][N:10]=[C:9]2[CH3:17], predict the reactants needed to synthesize it.